From a dataset of Full USPTO retrosynthesis dataset with 1.9M reactions from patents (1976-2016). Predict the reactants needed to synthesize the given product. (1) Given the product [NH:17]([C:9]([C:8]1[CH:7]=[C:6]([S:3]([N:2]([CH3:16])[CH3:1])(=[O:5])=[O:4])[CH:15]=[CH:14][CH:13]=1)=[O:10])[NH2:18], predict the reactants needed to synthesize it. The reactants are: [CH3:1][N:2]([CH3:16])[S:3]([C:6]1[CH:7]=[C:8]([CH:13]=[CH:14][CH:15]=1)[C:9](OC)=[O:10])(=[O:5])=[O:4].[NH2:17][NH2:18]. (2) Given the product [Cl:11][C:4]1[CH:5]=[N:6][CH:7]=[C:8]([CH2:9][CH3:10])[C:3]=1[CH2:2][S:12][C:13]1[N:18]=[C:17]([OH:19])[CH:16]=[C:15]([C:20]([F:23])([F:21])[F:22])[N:14]=1, predict the reactants needed to synthesize it. The reactants are: Br[CH2:2][C:3]1[C:8]([CH2:9][CH3:10])=[CH:7][N:6]=[CH:5][C:4]=1[Cl:11].[SH:12][C:13]1[N:18]=[C:17]([OH:19])[CH:16]=[C:15]([C:20]([F:23])([F:22])[F:21])[N:14]=1.C(N(CC)CC)C.CCOCC. (3) Given the product [F:41][C:9]([F:8])([F:40])[C:10]1[N:14]2[N:15]=[C:16]([N:19]3[CH2:20][CH2:21][N:22]([CH2:25][C:26]4[CH:31]=[CH:30][C:29]([NH2:32])=[CH:28][CH:27]=4)[CH2:23][CH2:24]3)[CH:17]=[CH:18][C:13]2=[N:12][N:11]=1, predict the reactants needed to synthesize it. The reactants are: FC(F)(F)C(O)=O.[F:8][C:9]([F:41])([F:40])[C:10]1[N:14]2[N:15]=[C:16]([N:19]3[CH2:24][CH2:23][N:22]([CH2:25][C:26]4[CH:31]=[CH:30][C:29]([NH:32]C(=O)OC(C)(C)C)=[CH:28][CH:27]=4)[CH2:21][CH2:20]3)[CH:17]=[CH:18][C:13]2=[N:12][N:11]=1. (4) Given the product [Br:22][C:9]1[O:8][C:7]([C:4]2[CH:3]=[CH:2][N:1]=[CH:6][CH:5]=2)=[C:11]([C:12]2[CH:13]=[C:14]3[C:18](=[CH:19][CH:20]=2)[C:17](=[O:21])[CH2:16][CH2:15]3)[CH:10]=1, predict the reactants needed to synthesize it. The reactants are: [N:1]1[CH:6]=[CH:5][C:4]([C:7]2[O:8][CH:9]=[CH:10][C:11]=2[C:12]2[CH:13]=[C:14]3[C:18](=[CH:19][CH:20]=2)[C:17](=[O:21])[CH2:16][CH2:15]3)=[CH:3][CH:2]=1.[Br:22]N1C(=O)CCC1=O.C(=O)([O-])O.[Na+]. (5) Given the product [C:1]([C:3]1[CH:4]=[CH:5][C:6]([C:9]2[N:13]([C:14]3[N:15]=[N:16][C:17]([O:20][CH3:21])=[CH:18][CH:19]=3)[N:12]=[C:11]([C:22]([OH:24])=[O:23])[CH:10]=2)=[N:7][CH:8]=1)#[N:2], predict the reactants needed to synthesize it. The reactants are: [C:1]([C:3]1[CH:4]=[CH:5][C:6]([C:9]2[N:13]([C:14]3[N:15]=[N:16][C:17]([O:20][CH3:21])=[CH:18][CH:19]=3)[N:12]=[C:11]([C:22]([O:24]C)=[O:23])[CH:10]=2)=[N:7][CH:8]=1)#[N:2].O.[OH-].[Li+]. (6) Given the product [S:1]([O-:5])([O-:4])(=[O:3])=[O:2].[V+5:12].[S:6]([O-:10])([O-:9])(=[O:8])=[O:7].[S:1]([O-:5])([O-:4])(=[O:3])=[O:2].[S:1]([O-:5])([O-:4])(=[O:3])=[O:2].[S:1]([O-:5])([O-:4])(=[O:3])=[O:2].[V+5:12], predict the reactants needed to synthesize it. The reactants are: [S:1](=[O:5])(=[O:4])([OH:3])[OH:2].[S:6]([O-:10])([O-:9])(=[O:8])=[O:7].[O-2].[V+4:12]. (7) Given the product [N:24]([CH2:8][C:4]1[CH:5]=[N:6][CH:7]=[C:2]([Br:1])[CH:3]=1)=[N+:25]=[N-:26], predict the reactants needed to synthesize it. The reactants are: [Br:1][C:2]1[CH:3]=[C:4]([CH2:8]O)[CH:5]=[N:6][CH:7]=1.C1(P([N:24]=[N+:25]=[N-:26])(C2C=CC=CC=2)=O)C=CC=CC=1.N12CCCN=C1CCCCC2. (8) The reactants are: [Cl:1][C:2]1[CH:11]=[C:10]2[C:5]([CH2:6][CH:7]([NH:12][S:13]([C:16]3[CH:21]=[C:20]([F:22])[CH:19]=[C:18]([F:23])[CH:17]=3)(=[O:15])=[O:14])[CH2:8][NH:9]2)=[CH:4][CH:3]=1.Cl[C:25]1[CH:26]=[C:27]([CH:30]=[CH:31][CH:32]=1)[CH:28]=O. Given the product [CH2:28]([N:9]1[C:10]2[C:5](=[CH:4][CH:3]=[C:2]([Cl:1])[CH:11]=2)[CH2:6][CH:7]([NH:12][S:13]([C:16]2[CH:21]=[C:20]([F:22])[CH:19]=[C:18]([F:23])[CH:17]=2)(=[O:15])=[O:14])[CH2:8]1)[C:27]1[CH:30]=[CH:31][CH:32]=[CH:25][CH:26]=1, predict the reactants needed to synthesize it. (9) The reactants are: [Cl:1][C:2]1[C:9]([F:10])=[CH:8][CH:7]=[C:6]([F:11])[C:3]=1[CH:4]=O.Cl.[NH2:13][OH:14].C([O-])(=O)C.[Na+]. Given the product [Cl:1][C:2]1[C:9]([F:10])=[CH:8][CH:7]=[C:6]([F:11])[C:3]=1[CH:4]=[N:13][OH:14], predict the reactants needed to synthesize it. (10) Given the product [NH2:1][C:2]1[N:7]=[C:6]([CH:8]2[CH2:13][CH2:12][CH2:11][N:10]([C:14]([O:16][CH2:17][C:18]3[CH:23]=[CH:22][CH:21]=[CH:20][CH:19]=3)=[O:15])[CH2:9]2)[CH:5]=[C:4]([Cl:36])[N:3]=1, predict the reactants needed to synthesize it. The reactants are: [NH2:1][C:2]1[N:7]=[C:6]([CH:8]2[CH2:13][CH2:12][CH2:11][N:10]([C:14]([O:16][CH2:17][C:18]3[CH:23]=[CH:22][CH:21]=[CH:20][CH:19]=3)=[O:15])[CH2:9]2)[CH:5]=[C:4](O)[N:3]=1.C(N(CC)C(C)C)(C)C.P(Cl)(Cl)([Cl:36])=O.[OH-].[Na+].